This data is from Aqueous solubility values for 9,982 compounds from the AqSolDB database. The task is: Regression/Classification. Given a drug SMILES string, predict its absorption, distribution, metabolism, or excretion properties. Task type varies by dataset: regression for continuous measurements (e.g., permeability, clearance, half-life) or binary classification for categorical outcomes (e.g., BBB penetration, CYP inhibition). For this dataset (solubility_aqsoldb), we predict Y. (1) The compound is CC(C)CCC(C)O. The Y is -1.38 log mol/L. (2) The Y is -2.72 log mol/L. The molecule is CCOC(=O)c1[nH]c(C=O)c(CC)c1C. (3) The molecule is CC(=O)OC1(C(C)=O)CCC2C3C=C(C)C4=CC(=O)CCC4(C)C3CCC21C. The Y is -5.35 log mol/L. (4) The drug is COC(=O)/C=C(\C)OP(=O)(OC)OC. The Y is 0.428 log mol/L. (5) The drug is C=C(c1ccccc1)c1ccccc1. The Y is -4.44 log mol/L. (6) The molecule is CCC(C)c1cc([N+](=O)[O-])cc([N+](=O)[O-])c1O. The Y is -3.66 log mol/L.